This data is from Forward reaction prediction with 1.9M reactions from USPTO patents (1976-2016). The task is: Predict the product of the given reaction. Given the reactants [CH2:1]([N:3]1[C:7]2=[N:8][C:9]([CH2:21][O:22][CH3:23])=[C:10]([CH2:19][OH:20])[C:11]([C:12]3[CH:13]=[N:14][CH:15]=[C:16]([CH3:18])[CH:17]=3)=[C:6]2[CH:5]=[N:4]1)[CH3:2].CCN(CC)CC, predict the reaction product. The product is: [CH2:1]([N:3]1[C:7]2=[N:8][C:9]([CH2:21][O:22][CH3:23])=[C:10]([CH:19]=[O:20])[C:11]([C:12]3[CH:13]=[N:14][CH:15]=[C:16]([CH3:18])[CH:17]=3)=[C:6]2[CH:5]=[N:4]1)[CH3:2].